From a dataset of Full USPTO retrosynthesis dataset with 1.9M reactions from patents (1976-2016). Predict the reactants needed to synthesize the given product. (1) Given the product [ClH:1].[ClH:1].[CH3:25][NH:17][C@H:14]1[CH2:15][CH2:16][N:12]([C:4]2[C:5]3[N:11]=[CH:10][CH:9]=[CH:8][C:6]=3[N:7]=[C:2]([NH:34][C:32]3[CH:33]=[C:28]([C:27]([F:26])([F:36])[F:37])[CH:29]=[C:30]([NH2:35])[CH:31]=3)[N:3]=2)[CH2:13]1, predict the reactants needed to synthesize it. The reactants are: [Cl:1][C:2]1[N:3]=[C:4]([N:12]2[CH2:16][CH2:15][C@H:14]([N:17]([CH3:25])C(=O)OC(C)(C)C)[CH2:13]2)[C:5]2[N:11]=[CH:10][CH:9]=[CH:8][C:6]=2[N:7]=1.[F:26][C:27]([F:37])([F:36])[C:28]1[CH:29]=[C:30]([NH2:35])[CH:31]=[C:32]([NH2:34])[CH:33]=1. (2) Given the product [F:14][C:8]1[CH:9]=[CH:10][CH:11]=[C:12]([F:13])[C:7]=1[CH:5]1[C:4](=[O:15])[C:3]([O:16][S:31]([CH2:30][C:24]2[CH:29]=[CH:28][CH:27]=[CH:26][CH:25]=2)(=[O:33])=[O:32])=[C:2]([NH2:1])[O:6]1, predict the reactants needed to synthesize it. The reactants are: [NH2:1][C:2]1[O:6][CH:5]([C:7]2[C:12]([F:13])=[CH:11][CH:10]=[CH:9][C:8]=2[F:14])[C:4](=[O:15])[C:3]=1[OH:16].C(N(CC)CC)C.[C:24]1([CH2:30][S:31](Cl)(=[O:33])=[O:32])[CH:29]=[CH:28][CH:27]=[CH:26][CH:25]=1.[Cl-].[NH4+]. (3) The reactants are: Br[C:2]1[CH:3]=[N:4][CH:5]=[C:6]2[C:11]=1[N:10]=[C:9]([C:12]([NH:14][CH:15]([C:17]([OH:20])([CH3:19])[CH3:18])[CH3:16])=[O:13])[CH:8]=[CH:7]2.[Cl:21][C:22]1[CH:27]=[CH:26][C:25](B(O)O)=[CH:24][CH:23]=1. Given the product [Cl:21][C:22]1[CH:27]=[CH:26][C:25]([C:2]2[CH:3]=[N:4][CH:5]=[C:6]3[C:11]=2[N:10]=[C:9]([C:12]([NH:14][CH:15]([C:17]([OH:20])([CH3:19])[CH3:18])[CH3:16])=[O:13])[CH:8]=[CH:7]3)=[CH:24][CH:23]=1, predict the reactants needed to synthesize it. (4) The reactants are: Cl[C:2]1[N:11]=[C:10]([NH:12][CH2:13][C@@H:14]2[CH2:19][CH2:18][CH2:17][N:16]([C:20]([O:22][C:23]([CH3:26])([CH3:25])[CH3:24])=[O:21])[CH2:15]2)[C:9]2[C:4](=[N:5][CH:6]=[CH:7][N:8]=2)[CH:3]=1.[O:27]1[CH2:32][CH2:31][N:30]([C:33]2[CH:38]=[CH:37][C:36](B(O)O)=[CH:35][CH:34]=2)[CH2:29][CH2:28]1.C([O-])([O-])=O.[Cs+].[Cs+]. Given the product [O:27]1[CH2:32][CH2:31][N:30]([C:33]2[CH:38]=[CH:37][C:36]([C:2]3[N:11]=[C:10]([NH:12][CH2:13][C@@H:14]4[CH2:19][CH2:18][CH2:17][N:16]([C:20]([O:22][C:23]([CH3:26])([CH3:25])[CH3:24])=[O:21])[CH2:15]4)[C:9]4[C:4](=[N:5][CH:6]=[CH:7][N:8]=4)[CH:3]=3)=[CH:35][CH:34]=2)[CH2:29][CH2:28]1, predict the reactants needed to synthesize it.